Dataset: Forward reaction prediction with 1.9M reactions from USPTO patents (1976-2016). Task: Predict the product of the given reaction. (1) Given the reactants [H-].[Na+].[C:3]1([C:9]2[C:13]([N:14]3[CH2:19][CH2:18][N:17]([C:20]([O:22][C:23]([CH3:26])([CH3:25])[CH3:24])=[O:21])[CH2:16][CH2:15]3)=[CH:12][NH:11][N:10]=2)[CH:8]=[CH:7][CH:6]=[CH:5][CH:4]=1.Cl[CH2:28][CH2:29][N:30]([CH3:32])[CH3:31], predict the reaction product. The product is: [CH3:31][N:30]([CH3:32])[CH2:29][CH2:28][N:11]1[CH:12]=[C:13]([N:14]2[CH2:15][CH2:16][N:17]([C:20]([O:22][C:23]([CH3:26])([CH3:25])[CH3:24])=[O:21])[CH2:18][CH2:19]2)[C:9]([C:3]2[CH:4]=[CH:5][CH:6]=[CH:7][CH:8]=2)=[N:10]1. (2) Given the reactants Br[C:2]1[CH:11]=[C:10]2[C:5]([C:6]([Cl:12])=[CH:7][CH:8]=[N:9]2)=[CH:4][C:3]=1[O:13][CH3:14].CCN(C(C)C)C(C)C.CC1(C)C2C(=C(P(C3C=CC=CC=3)C3C=CC=CC=3)C=CC=2)OC2C(P(C3C=CC=CC=3)C3C=CC=CC=3)=CC=CC1=2.[CH2:66]([SH:73])[C:67]1[CH:72]=[CH:71][CH:70]=[CH:69][CH:68]=1, predict the reaction product. The product is: [CH2:66]([S:73][C:2]1[CH:11]=[C:10]2[C:5]([C:6]([Cl:12])=[CH:7][CH:8]=[N:9]2)=[CH:4][C:3]=1[O:13][CH3:14])[C:67]1[CH:72]=[CH:71][CH:70]=[CH:69][CH:68]=1. (3) The product is: [NH2:40][CH2:41][CH2:42][CH2:43][NH:44][C:3]1[N:4]=[C:5]([NH:14][C:15]2[CH:16]=[C:17]([NH:21][C:22]([N:24]3[CH2:28][CH2:27][CH2:26][CH2:25]3)=[O:23])[CH:18]=[CH:19][CH:20]=2)[C:6]2[C:12](=[O:13])[NH:11][CH:10]=[CH:9][C:7]=2[N:8]=1. Given the reactants CS[C:3]1[N:4]=[C:5]([NH:14][C:15]2[CH:16]=[C:17]([NH:21][C:22]([N:24]3[CH2:28][CH2:27][CH2:26][CH2:25]3)=[O:23])[CH:18]=[CH:19][CH:20]=2)[C:6]2[C:12](=[O:13])[NH:11][CH:10]=[CH:9][C:7]=2[N:8]=1.C1C=C(Cl)C=C(C(OO)=O)C=1.[NH2:40][CH2:41][CH2:42][CH2:43][NH:44]C(=O)OC(C)(C)C.C(O)(C(F)(F)F)=O, predict the reaction product. (4) Given the reactants [Si:1]([O:8][CH2:9][CH2:10][NH:11][C:12]1[CH:22]=[CH:21][C:15]([C:16]([O:18][CH2:19][CH3:20])=[O:17])=[CH:14][CH:13]=1)([C:4]([CH3:7])([CH3:6])[CH3:5])([CH3:3])[CH3:2].C=O.[C:25](O[BH-](OC(=O)C)OC(=O)C)(=O)C.[Na+].C(=O)([O-])O.[Na+], predict the reaction product. The product is: [Si:1]([O:8][CH2:9][CH2:10][N:11]([CH3:25])[C:12]1[CH:13]=[CH:14][C:15]([C:16]([O:18][CH2:19][CH3:20])=[O:17])=[CH:21][CH:22]=1)([C:4]([CH3:6])([CH3:7])[CH3:5])([CH3:3])[CH3:2].